This data is from Reaction yield outcomes from USPTO patents with 853,638 reactions. The task is: Predict the reaction yield, written as a fraction of the theoretical maximum amount of product (1.0 means a 100% yield; for example, 0.34 means a 34% yield). The reactants are C[O:2][C:3]1[CH:8]=[CH:7][C:6]([CH:9]2[CH2:11][CH:10]2[C:12]([O:14][CH2:15][CH3:16])=[O:13])=[CH:5][CH:4]=1.B(Br)(Br)Br. The catalyst is ClCCl. The product is [OH:2][C:3]1[CH:4]=[CH:5][C:6]([CH:9]2[CH2:11][CH:10]2[C:12]([O:14][CH2:15][CH3:16])=[O:13])=[CH:7][CH:8]=1. The yield is 0.356.